The task is: Regression. Given two drug SMILES strings and cell line genomic features, predict the synergy score measuring deviation from expected non-interaction effect.. This data is from NCI-60 drug combinations with 297,098 pairs across 59 cell lines. (1) Drug 1: CN1CCC(CC1)COC2=C(C=C3C(=C2)N=CN=C3NC4=C(C=C(C=C4)Br)F)OC. Drug 2: CC1=CC=C(C=C1)C2=CC(=NN2C3=CC=C(C=C3)S(=O)(=O)N)C(F)(F)F. Cell line: HL-60(TB). Synergy scores: CSS=-0.406, Synergy_ZIP=7.03, Synergy_Bliss=3.18, Synergy_Loewe=-2.26, Synergy_HSA=-4.29. (2) Drug 1: C1=CC(=CC=C1CCCC(=O)O)N(CCCl)CCCl. Drug 2: CC(C1=C(C=CC(=C1Cl)F)Cl)OC2=C(N=CC(=C2)C3=CN(N=C3)C4CCNCC4)N. Cell line: PC-3. Synergy scores: CSS=14.4, Synergy_ZIP=-7.95, Synergy_Bliss=-4.35, Synergy_Loewe=-2.96, Synergy_HSA=-2.57. (3) Drug 1: CN(C(=O)NC(C=O)C(C(C(CO)O)O)O)N=O. Drug 2: C(CN)CNCCSP(=O)(O)O. Cell line: OVCAR-8. Synergy scores: CSS=2.94, Synergy_ZIP=-0.391, Synergy_Bliss=0.101, Synergy_Loewe=0.919, Synergy_HSA=0.410. (4) Drug 1: CC1=C2C(C(=O)C3(C(CC4C(C3C(C(C2(C)C)(CC1OC(=O)C(C(C5=CC=CC=C5)NC(=O)OC(C)(C)C)O)O)OC(=O)C6=CC=CC=C6)(CO4)OC(=O)C)OC)C)OC. Drug 2: CCC1(C2=C(COC1=O)C(=O)N3CC4=CC5=C(C=CC(=C5CN(C)C)O)N=C4C3=C2)O.Cl. Cell line: SK-MEL-28. Synergy scores: CSS=11.7, Synergy_ZIP=-2.58, Synergy_Bliss=-5.65, Synergy_Loewe=-16.2, Synergy_HSA=-5.55. (5) Drug 1: C1CCN(CC1)CCOC2=CC=C(C=C2)C(=O)C3=C(SC4=C3C=CC(=C4)O)C5=CC=C(C=C5)O. Drug 2: CC1C(C(CC(O1)OC2CC(CC3=C2C(=C4C(=C3O)C(=O)C5=C(C4=O)C(=CC=C5)OC)O)(C(=O)CO)O)N)O.Cl. Cell line: MDA-MB-435. Synergy scores: CSS=45.0, Synergy_ZIP=0.150, Synergy_Bliss=0.812, Synergy_Loewe=0.788, Synergy_HSA=0.527. (6) Drug 1: C1=CC(=CC=C1CC(C(=O)O)N)N(CCCl)CCCl.Cl. Drug 2: COC1=NC(=NC2=C1N=CN2C3C(C(C(O3)CO)O)O)N. Cell line: HOP-92. Synergy scores: CSS=16.5, Synergy_ZIP=-1.19, Synergy_Bliss=3.53, Synergy_Loewe=-0.395, Synergy_HSA=1.07. (7) Drug 1: CC1=C(C=C(C=C1)NC2=NC=CC(=N2)N(C)C3=CC4=NN(C(=C4C=C3)C)C)S(=O)(=O)N.Cl. Drug 2: COCCOC1=C(C=C2C(=C1)C(=NC=N2)NC3=CC=CC(=C3)C#C)OCCOC.Cl. Cell line: HT29. Synergy scores: CSS=-0.506, Synergy_ZIP=2.09, Synergy_Bliss=2.85, Synergy_Loewe=-0.679, Synergy_HSA=-0.713.